From a dataset of hERG Central: cardiac toxicity at 1µM, 10µM, and general inhibition. Predict hERG channel inhibition at various concentrations. (1) The drug is O=C(c1ccc(-n2ccnc2)cc1)N1CCCC(CO)(Cc2cccc(Cl)c2)C1. Results: hERG_inhib (hERG inhibition (general)): blocker. (2) Results: hERG_inhib (hERG inhibition (general)): blocker. The molecule is Cc1cccc(C)c1OCC(O)CN1CCC(CN2C(=O)c3cccc4cccc(c34)C2=O)CC1.Cl. (3) The drug is COc1ccc(CN2CCN(C(=O)COc3ccc4ccccc4c3)CC2)c(OC)c1. Results: hERG_inhib (hERG inhibition (general)): blocker. (4) The drug is COc1ccccc1C1CCN(Cc2ccc3ccccc3c2)CC1. Results: hERG_inhib (hERG inhibition (general)): blocker. (5) The molecule is COc1ccc(CCn2c(C)nc3c(c(=O)c4ccccc4n3C)c2=O)cc1. Results: hERG_inhib (hERG inhibition (general)): blocker. (6) The molecule is CC(C)CC[n+]1ccccc1/C=C/c1ccc(N(C)C)cc1.[I-]. Results: hERG_inhib (hERG inhibition (general)): blocker. (7) The molecule is CCN(CC)S(=O)(=O)c1ccc(C)c(NC(=O)CNCCN(C(C)C)C(C)C)c1.O=C(O)C(=O)O. Results: hERG_inhib (hERG inhibition (general)): blocker. (8) The molecule is Cc1ccc2nc(-c3ccncc3)c(NC3CCCC3)n2c1. Results: hERG_inhib (hERG inhibition (general)): blocker. (9) Results: hERG_inhib (hERG inhibition (general)): blocker. The compound is O=C(c1cccc(S(=O)(=O)N2CCCCCC2)c1)N1CCN(c2ccccc2)CC1.